This data is from KCNQ2 potassium channel screen with 302,405 compounds. The task is: Binary Classification. Given a drug SMILES string, predict its activity (active/inactive) in a high-throughput screening assay against a specified biological target. (1) The molecule is Clc1c(/C=N\Nc2sc(NC(=O)C)c(n2)c2sccc2)cccc1. The result is 0 (inactive). (2) The result is 0 (inactive). The drug is S(=O)(=O)(Nc1ccc(cc1)C)c1cc(C(=O)NCC(N2CCOCC2)(C)C)ccc1. (3) The compound is Fc1c(NC(=O)/C(=C\c2[nH]ccc2)C#N)cccc1. The result is 0 (inactive). (4) The drug is OCCC1N(CCN(C1)Cc1n(ccc1)c1ncccc1)CCC(C)C. The result is 0 (inactive). (5) The drug is S=C(N1CCC(CC1)C(=O)N)c1ccc(OCCCC)cc1. The result is 0 (inactive). (6) The molecule is S(=O)(=O)(Nc1cc(OC)c(OC)c(OC)c1)c1c(cc(cc1)C)C. The result is 0 (inactive).